This data is from Forward reaction prediction with 1.9M reactions from USPTO patents (1976-2016). The task is: Predict the product of the given reaction. (1) Given the reactants [CH2:1]1[C:9]2[C:4](=[CH:5][C:6]([NH:10][CH:11]3[CH2:16][CH2:15][N:14]([CH2:17]C4C=CN=C(C5C=C(OC)C(OC)=C(OC)C=5)C=4)[CH2:13][CH2:12]3)=[CH:7][CH:8]=2)[CH2:3][CH2:2]1.[Cl:36][CH2:37][C:38]1[CH:39]=[CH:40][C:41]([C:44]2[CH:49]=[C:48]([O:50][CH3:51])[C:47]([O:52][CH3:53])=[C:46]([O:54][CH3:55])[CH:45]=2)=[N:42][CH:43]=1, predict the reaction product. The product is: [ClH:36].[ClH:36].[ClH:36].[CH2:1]1[C:9]2[C:4](=[CH:5][C:6]([N:10]([CH:11]3[CH2:12][CH2:13][N:14]([CH2:17][C:38]4[CH:39]=[CH:40][C:41]([C:44]5[CH:49]=[C:48]([O:50][CH3:51])[C:47]([O:52][CH3:53])=[C:46]([O:54][CH3:55])[CH:45]=5)=[N:42][CH:43]=4)[CH2:15][CH2:16]3)[CH2:37][C:38]3[CH:39]=[CH:40][C:41]([C:44]4[CH:49]=[C:48]([O:50][CH3:51])[C:47]([O:52][CH3:53])=[C:46]([O:54][CH3:55])[CH:45]=4)=[N:42][CH:43]=3)=[CH:7][CH:8]=2)[CH2:3][CH2:2]1. (2) Given the reactants C(OC([N:8]1[CH:13]([C:14]2[CH:19]=[CH:18][CH:17]=[CH:16][CH:15]=2)[CH2:12][C:11]2[NH:20][N:21]=[CH:22][C:10]=2[CH2:9]1)=O)(C)(C)C.[Cl:23][C:24]1[CH:29]=[CH:28][C:27]([S:30](Cl)(=[O:32])=[O:31])=[CH:26][CH:25]=1, predict the reaction product. The product is: [Cl:23][C:24]1[CH:29]=[CH:28][C:27]([S:30]([N:20]2[C:11]3[CH2:12][CH:13]([C:14]4[CH:15]=[CH:16][CH:17]=[CH:18][CH:19]=4)[N:8]([S:30]([C:27]4[CH:28]=[CH:29][C:24]([Cl:23])=[CH:25][CH:26]=4)(=[O:32])=[O:31])[CH2:9][C:10]=3[CH:22]=[N:21]2)(=[O:32])=[O:31])=[CH:26][CH:25]=1. (3) Given the reactants C[O:2][C:3]1[CH:30]=[CH:29][C:6]([O:7][C:8]2[CH:13]=[CH:12][C:11]([C:14](=[O:28])[CH2:15][CH2:16][C:17]([NH:19][CH2:20][CH2:21][C:22]3[CH:27]=[CH:26][CH:25]=[CH:24][N:23]=3)=[O:18])=[CH:10][CH:9]=2)=[CH:5][CH:4]=1.C(=O)=O.CC(C)=O.B(Br)(Br)Br, predict the reaction product. The product is: [OH:2][C:3]1[CH:4]=[CH:5][C:6]([O:7][C:8]2[CH:9]=[CH:10][C:11]([C:14](=[O:28])[CH2:15][CH2:16][C:17]([NH:19][CH2:20][CH2:21][C:22]3[CH:27]=[CH:26][CH:25]=[CH:24][N:23]=3)=[O:18])=[CH:12][CH:13]=2)=[CH:29][CH:30]=1. (4) Given the reactants [Br:1][C:2]1[CH:8]=[CH:7][C:6]([F:9])=[CH:5][C:3]=1[NH2:4].[N+](C1C=C(S(O)(=O)=O)C=CC=1)([O-])=O.P(=O)(O)(O)O.[CH2:28]([C:32](=[CH2:35])[CH:33]=O)[CH2:29][CH2:30][CH3:31].O.N, predict the reaction product. The product is: [Br:1][C:2]1[CH:8]=[CH:7][C:6]([F:9])=[C:5]2[C:3]=1[N:4]=[CH:35][C:32]([CH2:28][CH2:29][CH2:30][CH3:31])=[CH:33]2. (5) Given the reactants [ClH:1].Cl.S1C2C=CC(C[NH:13][CH:14]3[CH2:19][CH2:18][N:17]([CH2:20][C@H:21]4[N:31]5[C:32]6[N:23]([C:24](=[O:34])[CH:25]=[CH:26][C:27]=6[CH:28]=[CH:29][C:30]5=[O:33])[CH2:22]4)[CH2:16][CH2:15]3)=CC=2N=N1.C(N(CC)CC)C.[F:42][C:43]1[C:48]2[O:49][CH2:50][CH2:51][O:52][C:47]=2[CH:46]=[C:45]([CH:53]=O)[CH:44]=1.C(O[BH-](OC(=O)C)OC(=O)C)(=O)C.[Na+].C([O-])(O)=O.[Na+], predict the reaction product. The product is: [ClH:1].[F:42][C:43]1[C:48]2[O:49][CH2:50][CH2:51][O:52][C:47]=2[CH:46]=[C:45]([CH2:53][NH:13][CH:14]2[CH2:15][CH2:16][N:17]([CH2:20][C@H:21]3[N:31]4[C:32]5[N:23]([C:24](=[O:34])[CH:25]=[CH:26][C:27]=5[CH:28]=[CH:29][C:30]4=[O:33])[CH2:22]3)[CH2:18][CH2:19]2)[CH:44]=1. (6) Given the reactants [N:1]1[CH:2]=[CH:3][N:4]2[CH:9]=[CH:8][C:7]([CH2:10][NH:11][C:12]([C:14]3[S:15][C:16]([C:19]4[CH:20]=[N:21][N:22]([CH2:24][C:25]5([CH3:31])[CH2:30][CH2:29][NH:28][CH2:27][CH2:26]5)[CH:23]=4)=[CH:17][CH:18]=3)=[O:13])=[CH:6][C:5]=12.CC(C)(OC(=O)[NH:37][CH2:38][CH2:39][O:40][CH2:41][CH2:42][O:43][CH2:44][CH2:45][O:46][CH2:47][CH2:48][O:49][CH2:50][CH2:51][C:52](O)=[O:53])C.CN(C(ON1N=NC2C=CC=NC1=2)=[N+](C)C)C.F[P-](F)(F)(F)(F)F.CN1CCOCC1, predict the reaction product. The product is: [NH2:37][CH2:38][CH2:39][O:40][CH2:41][CH2:42][O:43][CH2:44][CH2:45][O:46][CH2:47][CH2:48][O:49][CH2:50][CH2:51][C:52]([N:28]1[CH2:29][CH2:30][C:25]([CH2:24][N:22]2[CH:23]=[C:19]([C:16]3[S:15][C:14]([C:12]([NH:11][CH2:10][C:7]4[CH:8]=[CH:9][N:4]5[CH:3]=[CH:2][N:1]=[C:5]5[CH:6]=4)=[O:13])=[CH:18][CH:17]=3)[CH:20]=[N:21]2)([CH3:31])[CH2:26][CH2:27]1)=[O:53]. (7) Given the reactants [Br:1][C:2]1[N:11]=[CH:10][C:5]2[O:6][CH2:7][CH2:8][NH:9][C:4]=2[CH:3]=1.[H-].[Na+].Cl[C:15]([O:17][CH2:18][C:19]1[CH:24]=[CH:23][CH:22]=[CH:21][CH:20]=1)=[O:16], predict the reaction product. The product is: [CH2:18]([O:17][C:15]([N:9]1[CH2:8][CH2:7][O:6][C:5]2[CH:10]=[N:11][C:2]([Br:1])=[CH:3][C:4]1=2)=[O:16])[C:19]1[CH:24]=[CH:23][CH:22]=[CH:21][CH:20]=1. (8) Given the reactants [CH3:1][C:2]1[CH:14]=[C:13]([CH2:15][CH2:16][C:17]([C:19]2[CH:24]=[CH:23][C:22]([S:25][CH3:26])=[CH:21][CH:20]=2)=[O:18])[CH:12]=[C:11]([CH3:27])[C:3]=1[O:4][C:5]([CH3:10])([CH3:9])[C:6]([OH:8])=[O:7].[BH4-].[Na+], predict the reaction product. The product is: [CH3:1][C:2]1[CH:14]=[C:13]([CH2:15][CH2:16][CH:17]([C:19]2[CH:24]=[CH:23][C:22]([S:25][CH3:26])=[CH:21][CH:20]=2)[OH:18])[CH:12]=[C:11]([CH3:27])[C:3]=1[O:4][C:5]([CH3:9])([CH3:10])[C:6]([OH:8])=[O:7]. (9) Given the reactants [Cl:1][C:2]1[CH:3]=[C:4]([CH:17]=[CH:18][C:19]=1[Cl:20])[CH2:5][NH:6][C:7]1[CH:8]=[CH:9][C:10]2[N:11]([C:13]([NH2:16])=[CH:14][N:15]=2)[N:12]=1.[CH3:21][O:22][C:23]1[CH:31]=[CH:30][C:26]([C:27](Cl)=[O:28])=[CH:25][CH:24]=1, predict the reaction product. The product is: [Cl:1][C:2]1[CH:3]=[C:4]([CH:17]=[CH:18][C:19]=1[Cl:20])[CH2:5][NH:6][C:7]1[CH:8]=[CH:9][C:10]2[N:11]([C:13]([NH:16][C:27](=[O:28])[C:26]3[CH:30]=[CH:31][C:23]([O:22][CH3:21])=[CH:24][CH:25]=3)=[CH:14][N:15]=2)[N:12]=1.